The task is: Predict the product of the given reaction.. This data is from Forward reaction prediction with 1.9M reactions from USPTO patents (1976-2016). (1) Given the reactants [CH3:1][C:2]1([CH3:15])[O:11][C:10]2[C:5](=[CH:6][C:7]([C:12]#[N:13])=[CH:8][CH:9]=2)[CH:4]2[O:14][CH:3]12.[C:16]1([C:22]2[CH:23]=[CH:24][C:25](=O)[NH:26][N:27]=2)[CH:21]=[CH:20][CH:19]=[CH:18][CH:17]=1, predict the reaction product. The product is: [CH3:15][C:2]1([CH3:1])[CH:3]=[C:4]([O:14][C:25]2[N:26]=[N:27][C:22]([C:16]3[CH:17]=[CH:18][CH:19]=[CH:20][CH:21]=3)=[CH:23][CH:24]=2)[C:5]2[C:10](=[CH:9][CH:8]=[C:7]([C:12]#[N:13])[CH:6]=2)[O:11]1. (2) Given the reactants [C:1]1([OH:7])[CH:6]=[CH:5][CH:4]=[CH:3][CH:2]=1.C(O[PH:11](=[O:15])[O:12][CH2:13][CH3:14])C.C([O-])([O-])=O.[Cs+].[Cs+], predict the reaction product. The product is: [C:1]1([O:7][PH:11](=[O:15])[O:12][C:13]2[CH:14]=[CH:3][CH:2]=[CH:1][CH:6]=2)[CH:6]=[CH:5][CH:4]=[CH:3][CH:2]=1. (3) Given the reactants [C:1]([O:5][C:6]([N:8]1[CH2:12][C@H:11]([S:13][CH2:14][C:15]2[CH:20]=[CH:19][C:18]([O:21][CH3:22])=[CH:17][CH:16]=2)[CH2:10][C@H:9]1[C:23](=[O:28])N(OC)C)=[O:7])([CH3:4])([CH3:3])[CH3:2].[O-]S([O-])(=O)=O.[Mg+2].OS([O-])(=O)=O.[K+], predict the reaction product. The product is: [C:1]([O:5][C:6]([N:8]1[CH2:12][C@H:11]([S:13][CH2:14][C:15]2[CH:20]=[CH:19][C:18]([O:21][CH3:22])=[CH:17][CH:16]=2)[CH2:10][C@H:9]1[CH:23]=[O:28])=[O:7])([CH3:4])([CH3:3])[CH3:2]. (4) Given the reactants [O:1]=[C:2]1[C:7]2[CH:8]=[CH:9][CH:10]=[CH:11][C:6]=2[N:5]=[N:4][N:3]1[CH2:12][CH2:13][CH:14]([S:19]([CH2:22][C:23]1[CH:28]=[CH:27][C:26]([C:29]2[CH:34]=[CH:33][C:32]([O:35][C:36]([F:39])([F:38])[F:37])=[CH:31][CH:30]=2)=[CH:25][CH:24]=1)(=[O:21])=[O:20])[C:15]([O:17]C)=[O:16].CO.[OH-].[Li+].S(=O)(=O)(O)[O-].[Na+], predict the reaction product. The product is: [O:1]=[C:2]1[C:7]2[CH:8]=[CH:9][CH:10]=[CH:11][C:6]=2[N:5]=[N:4][N:3]1[CH2:12][CH2:13][CH:14]([S:19]([CH2:22][C:23]1[CH:28]=[CH:27][C:26]([C:29]2[CH:30]=[CH:31][C:32]([O:35][C:36]([F:39])([F:37])[F:38])=[CH:33][CH:34]=2)=[CH:25][CH:24]=1)(=[O:20])=[O:21])[C:15]([OH:17])=[O:16]. (5) Given the reactants [CH2:1]1[CH2:6][C@H:5]([C:7]([OH:9])=[O:8])[CH2:4][CH2:3][C@H:2]1[CH2:10][NH2:11].[C:12]([O:17][CH2:18][C:19]1(OC(ON2C(=O)CCC2=O)=O)[CH2:24][CH2:23][CH2:22][CH2:21][CH2:20]1)(=[O:16])[CH2:13][CH2:14][CH3:15].CC([O:40][CH3:41])(C)C.CC(C)=[O:44].O, predict the reaction product. The product is: [C:12]([O:17][CH:18]([CH:19]1[CH2:20][CH2:21][CH2:22][CH2:23][CH2:24]1)[O:44][C:41]([NH:11][CH2:10][C@H:2]1[CH2:3][CH2:4][C@H:5]([C:7]([OH:9])=[O:8])[CH2:6][CH2:1]1)=[O:40])(=[O:16])[CH2:13][CH2:14][CH3:15]. (6) Given the reactants [F:1][C:2]1[CH:7]=[CH:6][C:5]([NH:8][C:9](=[O:28])[C:10]2[CH:15]=[C:14]([N+:16]([O-])=O)[C:13]([NH:19][CH3:20])=[CH:12][C:11]=2[N:21]2[CH2:26][CH2:25][CH:24]([F:27])[CH2:23][CH2:22]2)=[CH:4][C:3]=1[Cl:29], predict the reaction product. The product is: [F:1][C:2]1[CH:7]=[CH:6][C:5]([NH:8][C:9](=[O:28])[C:10]2[CH:15]=[C:14]([NH2:16])[C:13]([NH:19][CH3:20])=[CH:12][C:11]=2[N:21]2[CH2:26][CH2:25][CH:24]([F:27])[CH2:23][CH2:22]2)=[CH:4][C:3]=1[Cl:29]. (7) Given the reactants [C:1]([O:5][C:6]([NH:8][C@H:9]([CH3:18])[CH2:10][CH2:11][CH2:12][C:13](OCC)=[O:14])=[O:7])([CH3:4])([CH3:3])[CH3:2].[BH4-].[Li+], predict the reaction product. The product is: [OH:14][CH2:13][CH2:12][CH2:11][CH2:10][C@H:9]([NH:8][C:6](=[O:7])[O:5][C:1]([CH3:4])([CH3:3])[CH3:2])[CH3:18]. (8) The product is: [NH2:12][C:10]1[S:11][C:7]([C:5]2[CH:4]=[CH:3][N:35]=[C:33]([NH:32][C:22]3[CH:23]=[CH:24][C:25]([N:26]4[CH2:27][CH2:28][CH2:29][CH2:30][CH2:31]4)=[C:20]([CH3:19])[CH:21]=3)[N:34]=2)=[C:8]([CH3:17])[N:9]=1. Given the reactants CN(C)[CH:3]=[CH:4][C:5]([C:7]1[S:11][C:10]([N:12]=CN(C)C)=[N:9][C:8]=1[CH3:17])=O.[CH3:19][C:20]1[CH:21]=[C:22]([NH:32][C:33]([NH2:35])=[NH:34])[CH:23]=[CH:24][C:25]=1[N:26]1[CH2:31][CH2:30][CH2:29][CH2:28][CH2:27]1, predict the reaction product. (9) Given the reactants Br[C:2]1[CH:11]=[CH:10][C:9]2[N:8]=[CH:7][C:6]3[N:12]([CH3:23])[C:13](=[O:22])[N:14]([C:15]4[C:16]([CH3:21])=[N:17][N:18]([CH3:20])[CH:19]=4)[C:5]=3[C:4]=2[CH:3]=1.[NH:24]1[C:32]2[C:27](=[CH:28][C:29](B3OC(C)(C)C(C)(C)O3)=[CH:30][N:31]=2)[CH:26]=[CH:25]1, predict the reaction product. The product is: [CH3:20][N:18]1[CH:19]=[C:15]([N:14]2[C:5]3[C:4]4[CH:3]=[C:2]([C:29]5[CH:28]=[C:27]6[CH:26]=[CH:25][NH:24][C:32]6=[N:31][CH:30]=5)[CH:11]=[CH:10][C:9]=4[N:8]=[CH:7][C:6]=3[N:12]([CH3:23])[C:13]2=[O:22])[C:16]([CH3:21])=[N:17]1.